From a dataset of Catalyst prediction with 721,799 reactions and 888 catalyst types from USPTO. Predict which catalyst facilitates the given reaction. Reactant: [Cl:1][C:2]1[CH:7]=[CH:6][N:5]=[C:4]([CH2:8][NH:9][C:10]2[O:11][C:12]3[C:18]([O:19][CH3:20])=[CH:17][C:16]([C:21]([OH:23])=O)=[CH:15][C:13]=3[N:14]=2)[CH:3]=1.[F:24][CH:25]([F:36])[CH:26]1[NH:31][CH2:30][C:29]([CH2:33][CH2:34][OH:35])([CH3:32])[O:28][CH2:27]1.C(N(CC)C(C)C)(C)C.CN(C(ON1N=NC2C=CC=NC1=2)=[N+](C)C)C.F[P-](F)(F)(F)(F)F. Product: [Cl:1][C:2]1[CH:7]=[CH:6][N:5]=[C:4]([CH2:8][NH:9][C:10]2[O:11][C:12]3[C:18]([O:19][CH3:20])=[CH:17][C:16]([C:21]([N:31]4[CH:26]([CH:25]([F:24])[F:36])[CH2:27][O:28][C:29]([CH2:33][CH2:34][OH:35])([CH3:32])[CH2:30]4)=[O:23])=[CH:15][C:13]=3[N:14]=2)[CH:3]=1. The catalyst class is: 9.